The task is: Regression. Given a peptide amino acid sequence and an MHC pseudo amino acid sequence, predict their binding affinity value. This is MHC class I binding data.. This data is from Peptide-MHC class I binding affinity with 185,985 pairs from IEDB/IMGT. (1) The peptide sequence is DTVLEEMNL. The MHC is HLA-B45:01 with pseudo-sequence HLA-B45:01. The binding affinity (normalized) is 0.0817. (2) The MHC is HLA-A03:01 with pseudo-sequence HLA-A03:01. The binding affinity (normalized) is 0.0847. The peptide sequence is KYWRQMIIK. (3) The peptide sequence is MPIAAAIGT. The MHC is HLA-A25:01 with pseudo-sequence HLA-A25:01. The binding affinity (normalized) is 0.0847. (4) The peptide sequence is ATMATRRGY. The MHC is HLA-A03:01 with pseudo-sequence HLA-A03:01. The binding affinity (normalized) is 0.554. (5) The peptide sequence is HSNIEEVAL. The MHC is HLA-B07:02 with pseudo-sequence HLA-B07:02. The binding affinity (normalized) is 0. (6) The MHC is HLA-B08:01 with pseudo-sequence HLA-B08:01. The peptide sequence is KRFNITVSK. The binding affinity (normalized) is 0.0847. (7) The peptide sequence is DRKLAINSL. The MHC is HLA-A02:01 with pseudo-sequence HLA-A02:01. The binding affinity (normalized) is 0. (8) The peptide sequence is ATHKAPQPA. The MHC is HLA-A68:01 with pseudo-sequence HLA-A68:01. The binding affinity (normalized) is 0. (9) The peptide sequence is KYRLKHIVW. The MHC is HLA-B40:02 with pseudo-sequence HLA-B40:02. The binding affinity (normalized) is 0.